From a dataset of Reaction yield outcomes from USPTO patents with 853,638 reactions. Predict the reaction yield, written as a fraction of the theoretical maximum amount of product (1.0 means a 100% yield; for example, 0.34 means a 34% yield). (1) The reactants are Cl[C:2]1[N:7]=[C:6]([C:8]2[S:12][C:11]([C:13]([CH3:16])([CH3:15])[CH3:14])=[N:10][C:9]=2[C:17]2[C:18]([F:35])=[C:19]([NH:23][S:24]([C:27]3[C:32]([F:33])=[CH:31][CH:30]=[CH:29][C:28]=3[F:34])(=[O:26])=[O:25])[CH:20]=[CH:21][CH:22]=2)[CH:5]=[CH:4][N:3]=1.[CH3:36][S:37][CH2:38][CH2:39][CH2:40][NH2:41]. No catalyst specified. The product is [CH3:14][C:13]([C:11]1[S:12][C:8]([C:6]2[CH:5]=[CH:4][N:3]=[C:2]([NH:41][CH2:40][CH2:39][CH2:38][S:37][CH3:36])[N:7]=2)=[C:9]([C:17]2[C:18]([F:35])=[C:19]([NH:23][S:24]([C:27]3[C:32]([F:33])=[CH:31][CH:30]=[CH:29][C:28]=3[F:34])(=[O:26])=[O:25])[CH:20]=[CH:21][CH:22]=2)[N:10]=1)([CH3:16])[CH3:15]. The yield is 0.900. (2) The reactants are C([O:8][C:9]1[CH:14]=[C:13]([O:15]CC2C=CC=CC=2)[C:12]([C:23]([CH3:25])=[CH2:24])=[CH:11][C:10]=1[C:26]([N:28]1[CH2:36][C:35]2[C:30](=[CH:31][CH:32]=[CH:33][C:34]=2[O:37][CH2:38][CH2:39][CH2:40][N:41]2[CH2:46][CH2:45][O:44][CH2:43][CH2:42]2)[CH2:29]1)=[O:27])C1C=CC=CC=1. The catalyst is CO.[Pd]. The product is [OH:8][C:9]1[CH:14]=[C:13]([OH:15])[C:12]([CH:23]([CH3:25])[CH3:24])=[CH:11][C:10]=1[C:26]([N:28]1[CH2:36][C:35]2[C:30](=[CH:31][CH:32]=[CH:33][C:34]=2[O:37][CH2:38][CH2:39][CH2:40][N:41]2[CH2:42][CH2:43][O:44][CH2:45][CH2:46]2)[CH2:29]1)=[O:27]. The yield is 0.0600. (3) The reactants are CC1(C)C(C)(C)OB([C:9]2[CH:10]=[C:11]3[C:16](=[C:17]([O:19]COCC[Si](C)(C)C)[CH:18]=2)[N:15]=[CH:14][N:13](COCC[Si](C)(C)C)[C:12]3=[O:36])O1.[Cl:38][C:39]1[CH:44]=[CH:43][C:42]([S:45]([CH3:48])(=[O:47])=[O:46])=[CH:41][C:40]=1I.FC1C=C(I)C=C(F)C=1F.C(=O)([O-])[O-].[K+].[K+]. The catalyst is O1CCOCC1.C1(P([C-]2C=CC=C2)C2C=CC=CC=2)C=CC=CC=1.[C-]1(P(C2C=CC=CC=2)C2C=CC=CC=2)C=CC=C1.[Fe+2].[Pd](Cl)Cl. The product is [Cl:38][C:39]1[CH:44]=[CH:43][C:42]([S:45]([CH3:48])(=[O:47])=[O:46])=[CH:41][C:40]=1[C:9]1[CH:10]=[C:11]2[C:16](=[C:17]([OH:19])[CH:18]=1)[N:15]=[CH:14][NH:13][C:12]2=[O:36]. The yield is 0.440.